This data is from Forward reaction prediction with 1.9M reactions from USPTO patents (1976-2016). The task is: Predict the product of the given reaction. Given the reactants [NH2:1][C:2]1[N:3]=[CH:4][C:5]([C:17]2[CH:22]=[CH:21][C:20]([C:23]([N:25]3[CH2:30][CH2:29][N:28]([CH3:31])[CH2:27][CH2:26]3)=[O:24])=[CH:19][CH:18]=2)=[N:6][C:7]=1[C:8]1[O:9][C:10]2[CH:15]=[CH:14][N:13]=[CH:12][C:11]=2[N:16]=1.C1C=C(Cl)C=C(C(OO)=[O:40])C=1, predict the reaction product. The product is: [NH2:1][C:2]1[N:3]=[CH:4][C:5]([C:17]2[CH:18]=[CH:19][C:20]([C:23]([N:25]3[CH2:30][CH2:29][N+:28]([O-:40])([CH3:31])[CH2:27][CH2:26]3)=[O:24])=[CH:21][CH:22]=2)=[N:6][C:7]=1[C:8]1[O:9][C:10]2[CH:15]=[CH:14][N:13]=[CH:12][C:11]=2[N:16]=1.